This data is from NCI-60 drug combinations with 297,098 pairs across 59 cell lines. The task is: Regression. Given two drug SMILES strings and cell line genomic features, predict the synergy score measuring deviation from expected non-interaction effect. (1) Drug 1: COC1=C(C=C2C(=C1)N=CN=C2NC3=CC(=C(C=C3)F)Cl)OCCCN4CCOCC4. Drug 2: CCC1(C2=C(COC1=O)C(=O)N3CC4=CC5=C(C=CC(=C5CN(C)C)O)N=C4C3=C2)O.Cl. Cell line: T-47D. Synergy scores: CSS=28.1, Synergy_ZIP=-6.95, Synergy_Bliss=0.835, Synergy_Loewe=-0.119, Synergy_HSA=1.39. (2) Drug 1: CN(C)N=NC1=C(NC=N1)C(=O)N. Drug 2: COC1=NC(=NC2=C1N=CN2C3C(C(C(O3)CO)O)O)N. Cell line: NCI-H460. Synergy scores: CSS=3.67, Synergy_ZIP=-6.24, Synergy_Bliss=-2.51, Synergy_Loewe=-4.60, Synergy_HSA=-1.58.